From a dataset of Reaction yield outcomes from USPTO patents with 853,638 reactions. Predict the reaction yield, written as a fraction of the theoretical maximum amount of product (1.0 means a 100% yield; for example, 0.34 means a 34% yield). (1) The reactants are [OH-].[Na+].[OH:3][C:4]([C:7]1[N:8]=[C:9]([CH2:17][CH2:18][CH3:19])[NH:10][C:11]=1[C:12]([O:14]CC)=[O:13])([CH3:6])[CH3:5].Cl. The catalyst is CC(C)=O. The product is [OH:3][C:4]([C:7]1[N:8]=[C:9]([CH2:17][CH2:18][CH3:19])[NH:10][C:11]=1[C:12]([OH:14])=[O:13])([CH3:6])[CH3:5]. The yield is 0.950. (2) The reactants are [CH3:1][O:2][C:3]1[CH:4]=[C:5]2[C:10](=[CH:11][C:12]=1[O:13][CH3:14])[N:9]=[CH:8][CH:7]=[C:6]2[O:15][C:16]1[C:22]([CH3:23])=[CH:21][C:19]([NH2:20])=[C:18]([CH3:24])[CH:17]=1.C(N(CC)CC)C.ClC(Cl)(O[C:36](=[O:42])OC(Cl)(Cl)Cl)Cl.[CH:44]([N:47]([CH:51]([CH3:53])[CH3:52])[CH2:48][CH2:49][NH2:50])([CH3:46])[CH3:45]. The catalyst is C(Cl)(Cl)Cl.O. The product is [CH:44]([N:47]([CH:51]([CH3:53])[CH3:52])[CH2:48][CH2:49][NH:50][C:36]([NH:20][C:19]1[CH:21]=[C:22]([CH3:23])[C:16]([O:15][C:6]2[C:5]3[C:10](=[CH:11][C:12]([O:13][CH3:14])=[C:3]([O:2][CH3:1])[CH:4]=3)[N:9]=[CH:8][CH:7]=2)=[CH:17][C:18]=1[CH3:24])=[O:42])([CH3:46])[CH3:45]. The yield is 0.410. (3) The reactants are [CH3:1][O:2][C:3]1[CH:12]=[CH:11][C:10]2[NH:9][C:8](=[O:13])[C:7]3[S:14][CH:15]=[CH:16][C:6]=3[C:5]=2[C:4]=1[C:17]1[CH:22]=[CH:21][C:20]([CH:23]([CH2:33][CH3:34])[CH2:24][NH:25][C:26](=[O:32])[O:27][C:28]([CH3:31])([CH3:30])[CH3:29])=[CH:19][CH:18]=1.C1C(=O)N([Cl:42])C(=O)C1. The catalyst is CN(C=O)C. The product is [Cl:42][C:11]1[C:10]2[NH:9][C:8](=[O:13])[C:7]3[S:14][CH:15]=[CH:16][C:6]=3[C:5]=2[C:4]([C:17]2[CH:22]=[CH:21][C:20]([CH:23]([CH2:33][CH3:34])[CH2:24][NH:25][C:26](=[O:32])[O:27][C:28]([CH3:29])([CH3:30])[CH3:31])=[CH:19][CH:18]=2)=[C:3]([O:2][CH3:1])[CH:12]=1. The yield is 0.610. (4) The reactants are [CH2:1]([O:8][C:9](=[O:25])[NH:10][C@@H:11]([CH2:23][OH:24])[C:12]([NH:14][C:15]1[CH:20]=[CH:19][C:18]([O:21][CH3:22])=[CH:17][CH:16]=1)=O)[C:2]1[CH:7]=[CH:6][CH:5]=[CH:4][CH:3]=1.S(N1C=CN=C1)(N1C=CN=C1)(=O)=O.[H-].[Na+].CO. The catalyst is CN(C=O)C. The product is [CH2:1]([O:8][C:9](=[O:25])[NH:10][C@H:11]1[CH2:12][N:14]([C:15]2[CH:20]=[CH:19][C:18]([O:21][CH3:22])=[CH:17][CH:16]=2)[C:23]1=[O:24])[C:2]1[CH:7]=[CH:6][CH:5]=[CH:4][CH:3]=1. The yield is 0.760. (5) The reactants are [C:1]([O:5][C:6]([NH:8][CH2:9][CH2:10][CH2:11][NH:12][C:13]([C:15]1[S:19][C:18]([C:20]([OH:22])=O)=[CH:17][CH:16]=1)=[O:14])=[O:7])([CH3:4])([CH3:3])[CH3:2].[C:23]([O:27][C:28](=[O:38])[CH2:29][CH:30]([NH2:37])[C:31]1[CH:36]=[CH:35][CH:34]=[CH:33][CH:32]=1)([CH3:26])([CH3:25])[CH3:24].CN(C(ON1N=NC2C=CC=NC1=2)=[N+](C)C)C.F[P-](F)(F)(F)(F)F.N1C(C)=CC(C)=CC=1C. The catalyst is CN(C=O)C.C(OCC)(=O)C.CCCCCC. The product is [C:23]([O:27][C:28](=[O:38])[CH2:29][CH:30]([NH:37][C:20]([C:18]1[S:19][C:15]([C:13](=[O:14])[NH:12][CH2:11][CH2:10][CH2:9][NH:8][C:6]([O:5][C:1]([CH3:2])([CH3:3])[CH3:4])=[O:7])=[CH:16][CH:17]=1)=[O:22])[C:31]1[CH:36]=[CH:35][CH:34]=[CH:33][CH:32]=1)([CH3:26])([CH3:24])[CH3:25]. The yield is 0.580. (6) The reactants are ClC(Cl)(Cl)C(Cl)(Cl)Cl.[F:9][C:10]1[CH:11]=[CH:12][C:13]([NH:16][NH:17][C:18](=O)[C:19]2[C:24]([Cl:25])=[CH:23][CH:22]=[CH:21][C:20]=2[Cl:26])=[N:14][CH:15]=1.C1(P(C2C=CC=CC=2)C2C=CC=CC=2)C=CC=CC=1.C(N(CC)CC)C. The catalyst is C1COCC1. The product is [Cl:26][C:20]1[CH:21]=[CH:22][CH:23]=[C:24]([Cl:25])[C:19]=1[C:18]1[N:14]2[CH:15]=[C:10]([F:9])[CH:11]=[CH:12][C:13]2=[N:16][N:17]=1. The yield is 0.930. (7) The reactants are Cl[C:2]1[C:11]2[C:6](=[CH:7][C:8]([O:14][CH2:15][CH2:16][CH2:17][N:18]3[CH2:23][CH2:22][CH2:21][CH2:20][CH2:19]3)=[C:9]([O:12][CH3:13])[CH:10]=2)[N:5]=[CH:4][N:3]=1.[OH:24][C:25]1[CH:33]=[C:32]2[C:28]([CH:29]=[CH:30][NH:31]2)=[CH:27][CH:26]=1.C(=O)([O-])[O-].[Cs+].[Cs+]. The product is [NH:31]1[C:32]2[C:28](=[CH:27][CH:26]=[C:25]([O:24][C:2]3[C:11]4[C:6](=[CH:7][C:8]([O:14][CH2:15][CH2:16][CH2:17][N:18]5[CH2:23][CH2:22][CH2:21][CH2:20][CH2:19]5)=[C:9]([O:12][CH3:13])[CH:10]=4)[N:5]=[CH:4][N:3]=3)[CH:33]=2)[CH:29]=[CH:30]1. The catalyst is CN(C=O)C.O. The yield is 0.930. (8) The reactants are [CH2:1]([O:8][C:9]1[CH:10]=[C:11]2[C:16](=[CH:17][C:18]=1[O:19][CH3:20])[N:15]=[CH:14][CH:13]=[C:12]2Cl)[C:2]1[CH:7]=[CH:6][CH:5]=[CH:4][CH:3]=1.[OH:22][C:23]1[CH:28]=[CH:27][C:26]([NH:29][C:30](=[O:37])[C:31]2[CH:36]=[CH:35][CH:34]=[CH:33][CH:32]=2)=[CH:25][CH:24]=1. The catalyst is CN(C=O)C.O. The product is [CH2:1]([O:8][C:9]1[CH:10]=[C:11]2[C:16](=[CH:17][C:18]=1[O:19][CH3:20])[N:15]=[CH:14][CH:13]=[C:12]2[O:22][C:23]1[CH:28]=[CH:27][C:26]([NH:29][C:30](=[O:37])[C:31]2[CH:36]=[CH:35][CH:34]=[CH:33][CH:32]=2)=[CH:25][CH:24]=1)[C:2]1[CH:7]=[CH:6][CH:5]=[CH:4][CH:3]=1. The yield is 0.690. (9) The reactants are [Cl:1][C:2]1[CH:3]=[C:4]([C:8]([N:10]([CH2:25][CH:26]2OCCO2)[C@@H:11]2[CH2:16][CH2:15][N:14](C(OC(C)(C)C)=O)[CH2:13][C@@H:12]2[F:24])=[O:9])[NH:5][C:6]=1[CH3:7].C(N1CCC(N2C=CC3C(Cl)=C(C)NC=3C2=O)CC1)C1C=CC=CC=1. No catalyst specified. The product is [Cl:1][C:2]1[C:3]2[CH:26]=[CH:25][N:10]([C@@H:11]3[CH2:16][CH2:15][NH:14][CH2:13][C@@H:12]3[F:24])[C:8](=[O:9])[C:4]=2[NH:5][C:6]=1[CH3:7]. The yield is 1.00.